Predict hERG channel inhibition at various concentrations. From a dataset of hERG Central: cardiac toxicity at 1µM, 10µM, and general inhibition. (1) The drug is CCOC(=O)c1cc2c(=O)n3ccccc3nc2n(CCCOC)c1=NC(=O)c1cccnc1. Results: hERG_inhib (hERG inhibition (general)): blocker. (2) The compound is CCc1ccc(N(C(=O)c2csnn2)C(C(=O)NC(C)(C)CC)c2ccccn2)cc1. Results: hERG_inhib (hERG inhibition (general)): blocker. (3) The compound is Cc1cc(S(=O)(=O)Nc2ccc(C(=O)NCC(c3ccco3)N3CCCC3)cc2)ccc1F. Results: hERG_inhib (hERG inhibition (general)): blocker.